Dataset: Reaction yield outcomes from USPTO patents with 853,638 reactions. Task: Predict the reaction yield, written as a fraction of the theoretical maximum amount of product (1.0 means a 100% yield; for example, 0.34 means a 34% yield). The reactants are Cl[CH:2]1[N:10]([C:11]2[CH:16]=[CH:15][CH:14]=[CH:13][CH:12]=2)[C:5]2=[N:6][CH:7]=[CH:8][CH:9]=[C:4]2[CH:3]1[CH:17]=[O:18].[NH:19]1[CH2:24][CH2:23][NH:22][CH2:21][CH2:20]1. No catalyst specified. The product is [C:11]1([N:10]2[C:5]3=[N:6][CH:7]=[CH:8][CH:9]=[C:4]3[CH:3]([CH:17]=[O:18])[CH:2]2[N:19]2[CH2:24][CH2:23][NH:22][CH2:21][CH2:20]2)[CH:16]=[CH:15][CH:14]=[CH:13][CH:12]=1. The yield is 0.630.